Dataset: NCI-60 drug combinations with 297,098 pairs across 59 cell lines. Task: Regression. Given two drug SMILES strings and cell line genomic features, predict the synergy score measuring deviation from expected non-interaction effect. (1) Drug 1: C1=CC(=C2C(=C1NCCNCCO)C(=O)C3=C(C=CC(=C3C2=O)O)O)NCCNCCO. Drug 2: CC1=C(N=C(N=C1N)C(CC(=O)N)NCC(C(=O)N)N)C(=O)NC(C(C2=CN=CN2)OC3C(C(C(C(O3)CO)O)O)OC4C(C(C(C(O4)CO)O)OC(=O)N)O)C(=O)NC(C)C(C(C)C(=O)NC(C(C)O)C(=O)NCCC5=NC(=CS5)C6=NC(=CS6)C(=O)NCCC[S+](C)C)O. Cell line: K-562. Synergy scores: CSS=52.8, Synergy_ZIP=10.8, Synergy_Bliss=11.1, Synergy_Loewe=2.10, Synergy_HSA=7.42. (2) Drug 2: C1=CC=C(C=C1)NC(=O)CCCCCCC(=O)NO. Drug 1: C1C(C(OC1N2C=C(C(=O)NC2=O)F)CO)O. Synergy scores: CSS=75.2, Synergy_ZIP=1.53, Synergy_Bliss=0.126, Synergy_Loewe=-4.58, Synergy_HSA=2.55. Cell line: SR. (3) Drug 1: CC1CCC2CC(C(=CC=CC=CC(CC(C(=O)C(C(C(=CC(C(=O)CC(OC(=O)C3CCCCN3C(=O)C(=O)C1(O2)O)C(C)CC4CCC(C(C4)OC)O)C)C)O)OC)C)C)C)OC. Drug 2: C1CCC(C(C1)N)N.C(=O)(C(=O)[O-])[O-].[Pt+4]. Cell line: HOP-92. Synergy scores: CSS=27.6, Synergy_ZIP=0.847, Synergy_Bliss=2.36, Synergy_Loewe=3.70, Synergy_HSA=3.49.